Dataset: Full USPTO retrosynthesis dataset with 1.9M reactions from patents (1976-2016). Task: Predict the reactants needed to synthesize the given product. (1) Given the product [Br:1][C:2]1[CH:3]=[C:4]([C:9]2([C:17]3[CH:22]=[CH:21][CH:20]=[C:19]([OH:23])[CH:18]=3)[NH:13][C:12](=[S:14])[N:11]([CH3:15])[C:10]2=[O:16])[CH:5]=[CH:6][C:7]=1[F:8], predict the reactants needed to synthesize it. The reactants are: [Br:1][C:2]1[CH:3]=[C:4]([C:9]2([C:17]3[CH:22]=[CH:21][CH:20]=[C:19]([O:23]C)[CH:18]=3)[NH:13][C:12](=[S:14])[N:11]([CH3:15])[C:10]2=[O:16])[CH:5]=[CH:6][C:7]=1[F:8].B(Br)(Br)Br. (2) Given the product [C:34]([C:31]1[CH:30]=[CH:29][C:28]([C:21]2[C:22]3[C:27](=[CH:26][CH:25]=[C:24]([N+:1]([O-:4])=[O:2])[CH:23]=3)[N:19]([C:16]3[CH:15]=[CH:14][C:13]([C:10]([OH:12])=[O:11])=[CH:18][CH:17]=3)[N:20]=2)=[CH:33][CH:32]=1)([OH:36])=[O:35], predict the reactants needed to synthesize it. The reactants are: [N+:1]([O-:4])(O)=[O:2].S(=O)(=O)(O)O.[C:10]([C:13]1[CH:18]=[CH:17][C:16]([N:19]2[C:27]3[C:22](=[CH:23][CH:24]=[CH:25][CH:26]=3)[C:21]([C:28]3[CH:33]=[CH:32][C:31]([C:34]([OH:36])=[O:35])=[CH:30][CH:29]=3)=[N:20]2)=[CH:15][CH:14]=1)([OH:12])=[O:11].[OH-].[Na+]. (3) Given the product [C:16]([C:18]1[CH:26]=[CH:25][C:21]([C:22]([NH:12][CH2:11][C:10]2[CH:9]=[N:8][C:7]([CH3:13])=[C:6]3[O:14][C:2]([CH3:15])([CH3:1])[O:3][CH2:4][C:5]=23)=[O:23])=[CH:20][CH:19]=1)#[N:17], predict the reactants needed to synthesize it. The reactants are: [CH3:1][C:2]1([CH3:15])[O:14][C:6]2=[C:7]([CH3:13])[N:8]=[CH:9][C:10]([CH2:11][NH2:12])=[C:5]2[CH2:4][O:3]1.[C:16]([C:18]1[CH:26]=[CH:25][C:21]([C:22](O)=[O:23])=[CH:20][CH:19]=1)#[N:17]. (4) Given the product [Br:3][C:4]1[CH:5]=[C:6]([C:10]2([C:12]3[CH:17]=[CH:16][CH:15]=[C:14]([O:18][CH3:19])[CH:13]=3)[CH2:11][O:23][C:22]([NH2:24])=[N:21]2)[CH:7]=[CH:8][CH:9]=1, predict the reactants needed to synthesize it. The reactants are: II.[Br:3][C:4]1[CH:9]=[CH:8][CH:7]=[C:6]([C:10]([C:12]2[CH:17]=[CH:16][CH:15]=[C:14]([O:18][CH3:19])[CH:13]=2)=[CH2:11])[CH:5]=1.N.[NH2:21][C:22]([NH2:24])=[O:23]. (5) Given the product [CH:32]([O:35][C:36]([N:38]1[CH2:39][CH2:40][CH:41]([O:44][C:45]2[CH:46]=[CH:47][C:48]([C:21]3[CH:20]=[CH:19][C:18]([C@H:9]([NH:8][C:6]([O:5][C:1]([CH3:4])([CH3:3])[CH3:2])=[O:7])[C:10]([N:12]4[CH2:16][CH2:15][C@H:14]([F:17])[CH2:13]4)=[O:11])=[CH:23][CH:22]=3)=[CH:49][CH:50]=2)[CH2:42][CH2:43]1)=[O:37])([CH3:34])[CH3:33], predict the reactants needed to synthesize it. The reactants are: [C:1]([O:5][C:6]([NH:8][CH:9]([C:18]1[CH:23]=[CH:22][C:21](OS(C(F)(F)F)(=O)=O)=[CH:20][CH:19]=1)[C:10]([N:12]1[CH2:16][CH2:15][C@H:14]([F:17])[CH2:13]1)=[O:11])=[O:7])([CH3:4])([CH3:3])[CH3:2].[CH:32]([O:35][C:36]([N:38]1[CH2:43][CH2:42][CH:41]([O:44][C:45]2[CH:50]=[CH:49][C:48](B3OC(C)(C)C(C)(C)O3)=[CH:47][CH:46]=2)[CH2:40][CH2:39]1)=[O:37])([CH3:34])[CH3:33].C([O-])([O-])=O.[Na+].[Na+]. (6) Given the product [C:18]([C:16]1[CH:15]=[C:13]([NH:14][C:2]([C:1]([NH:24][C:27]2[CH:28]=[C:16]([C:18]([CH3:20])([CH3:19])[CH3:21])[CH:17]=[C:11]([C:7]([CH3:10])([CH3:9])[CH3:8])[CH:12]=2)=[O:5])=[O:3])[CH:12]=[C:11]([C:7]([CH3:10])([CH3:9])[CH3:8])[CH:17]=1)([CH3:21])([CH3:20])[CH3:19], predict the reactants needed to synthesize it. The reactants are: [C:1](Cl)(=[O:5])[C:2](Cl)=[O:3].[C:7]([C:11]1[CH:12]=[C:13]([CH:15]=[C:16]([C:18]([CH3:21])([CH3:20])[CH3:19])[CH:17]=1)[NH2:14])([CH3:10])([CH3:9])[CH3:8].C([N:24]([CH2:27][CH3:28])CC)C. (7) Given the product [CH3:17][Si:16]1([CH3:18])[C:3]2[CH:4]=[CH:5][CH:6]=[CH:7][C:2]=2[CH:1]([CH3:10])[O:8]1, predict the reactants needed to synthesize it. The reactants are: [CH:1](=[O:8])[C:2]1[CH:7]=[CH:6][CH:5]=[CH:4][CH:3]=1.[Li][CH3:10].[Li]CCCC.[SiH:16](Cl)([CH3:18])[CH3:17].